Dataset: Forward reaction prediction with 1.9M reactions from USPTO patents (1976-2016). Task: Predict the product of the given reaction. (1) The product is: [ClH:1].[N:2]12[CH2:9][CH2:8][CH:5]([CH2:6][CH2:7]1)[C@@H:4]([NH:10][C:11]([C:13]1[O:14][C:15]3[C:21]([C:22]4[CH:30]=[CH:29][CH:28]=[C:24]([C:25]([NH:37][CH2:36][CH2:35][CH2:34][O:33][CH2:31][CH3:32])=[O:27])[CH:23]=4)=[CH:20][CH:19]=[CH:18][C:16]=3[CH:17]=1)=[O:12])[CH2:3]2. Given the reactants [ClH:1].[N:2]12[CH2:9][CH2:8][CH:5]([CH2:6][CH2:7]1)[C@@H:4]([NH:10][C:11]([C:13]1[O:14][C:15]3[C:21]([C:22]4[CH:23]=[C:24]([CH:28]=[CH:29][CH:30]=4)[C:25]([OH:27])=O)=[CH:20][CH:19]=[CH:18][C:16]=3[CH:17]=1)=[O:12])[CH2:3]2.[CH2:31]([O:33][CH2:34][CH2:35][CH2:36][NH2:37])[CH3:32], predict the reaction product. (2) Given the reactants [Cl:1][C:2]1[CH:7]=[CH:6][C:5]([C:8]2([F:16])[CH2:10][CH:9]2[C:11]([O:13]CC)=[O:12])=[CH:4][CH:3]=1.[OH-].[K+], predict the reaction product. The product is: [Cl:1][C:2]1[CH:3]=[CH:4][C:5]([C:8]2([F:16])[CH2:10][CH:9]2[C:11]([OH:13])=[O:12])=[CH:6][CH:7]=1. (3) Given the reactants [CH3:1][C:2]1[O:3][CH:4]=[CH:5][C:6]=1[CH3:7].Br[CH2:9][C:10]1[CH:19]=[CH:18][C:17]2[C:12](=[CH:13][CH:14]=[CH:15][CH:16]=2)[CH:11]=1, predict the reaction product. The product is: [CH:11]1[C:12]2[C:17](=[CH:16][CH:15]=[CH:14][CH:13]=2)[CH:18]=[CH:19][C:10]=1[CH2:9][C:4]1[O:3][C:2]([CH3:1])=[C:6]([CH3:7])[CH:5]=1.